From a dataset of Reaction yield outcomes from USPTO patents with 853,638 reactions. Predict the reaction yield, written as a fraction of the theoretical maximum amount of product (1.0 means a 100% yield; for example, 0.34 means a 34% yield). (1) The reactants are [CH:1]([NH:4][C:5]1[N:10]=[C:9]([NH:11][CH2:12][CH2:13][CH3:14])[N:8]=[C:7]([NH:15][CH2:16][C:17]#[CH:18])[N:6]=1)([CH3:3])[CH3:2].[OH:19][S:20]([OH:23])(=[O:22])=[O:21].S(O)(O)(=O)=O.CN(C)C1N=C(NCCC)N=C(NCC#C)N=1.CN(C)C1N=C(NCCC)N=C(NCC#C)N=1. No catalyst specified. The product is [S:20]([OH:23])([OH:22])(=[O:21])=[O:19].[CH:1]([NH:4][C:5]1[N:6]=[C:7]([NH:15][CH2:16][CH2:17][CH3:18])[N:8]=[C:9]([NH:11][CH2:12][C:13]#[CH:14])[N:10]=1)([CH3:3])[CH3:2].[CH:1]([NH:4][C:5]1[N:6]=[C:7]([NH:15][CH2:16][CH2:17][CH3:18])[N:8]=[C:9]([NH:11][CH2:12][C:13]#[CH:14])[N:10]=1)([CH3:3])[CH3:2]. The yield is 0.760. (2) The reactants are CCN(C(C)C)C(C)C.[NH2:10][C:11]1([C:17]([NH:19][C@H:20]([C:24]2[CH:29]=[CH:28][C:27]([Cl:30])=[CH:26][CH:25]=2)[CH2:21][CH2:22][OH:23])=[O:18])[CH2:16][CH2:15][NH:14][CH2:13][CH2:12]1.Cl[C:32]1[N:37]=[CH:36][N:35]=[C:34]2[NH:38][N:39]=[CH:40][C:33]=12. The catalyst is C(O)CCC.CCOC(C)=O. The product is [NH2:10][C:11]1([C:17]([NH:19][C@H:20]([C:24]2[CH:29]=[CH:28][C:27]([Cl:30])=[CH:26][CH:25]=2)[CH2:21][CH2:22][OH:23])=[O:18])[CH2:16][CH2:15][N:14]([C:32]2[N:37]=[CH:36][N:35]=[C:34]3[NH:38][N:39]=[CH:40][C:33]=23)[CH2:13][CH2:12]1. The yield is 0.325. (3) The reactants are [Br:1][C:2]1[CH:3]=[CH:4][C:5]([OH:10])=[C:6]([CH:9]=1)[CH:7]=[O:8].C(=O)([O-])[O-].[K+].[K+].Br[CH:18]([CH3:24])[C:19]([O:21]CC)=[O:20]. The catalyst is C(#N)C. The product is [Br:1][C:2]1[CH:3]=[CH:4][C:5]([O:10][CH:18]([CH3:24])[C:19]([OH:21])=[O:20])=[C:6]([CH:7]=[O:8])[CH:9]=1. The yield is 0.800. (4) The reactants are [CH3:1][C:2]1[CH:6]=[C:5]([NH:7][S:8]([C:11]2[CH:16]=[CH:15][C:14](Br)=[CH:13][CH:12]=2)(=[O:10])=[O:9])[O:4][N:3]=1.[CH3:18][C:19]1[CH:24]=[CH:23][C:22](B(O)O)=[CH:21][CH:20]=1. The catalyst is O. The product is [CH3:1][C:2]1[CH:6]=[C:5]([NH:7][S:8]([C:11]2[CH:16]=[CH:15][C:14]([C:22]3[CH:23]=[CH:24][C:19]([CH3:18])=[CH:20][CH:21]=3)=[CH:13][CH:12]=2)(=[O:10])=[O:9])[O:4][N:3]=1. The yield is 1.00. (5) The reactants are [Cl:1][C:2]1[N:7]=[C:6]([C:8]2[S:12][C:11]([CH:13]=O)=[CH:10][CH:9]=2)[CH:5]=[CH:4][N:3]=1.[NH2:15][C:16]1[CH:21]=[CH:20][CH:19]=[CH:18][CH:17]=1. The catalyst is CC(O)=O.CC(N(C)C)=O. The product is [Cl:1][C:2]1[N:7]=[C:6]([C:8]2[S:12][C:11]([CH2:13][NH:15][C:16]3[CH:21]=[CH:20][CH:19]=[CH:18][CH:17]=3)=[CH:10][CH:9]=2)[CH:5]=[CH:4][N:3]=1. The yield is 0.590. (6) The reactants are C(NC(C)C)(C)C.C([Li])CCC.CCCCCC.[Br:19][C:20]1[C:21]([O:31][CH3:32])=[N:22][C:23]([C:27]([F:30])([F:29])[F:28])=[C:24]([Br:26])[CH:25]=1.[CH:33](OC)=[O:34]. The catalyst is C1COCC1. The product is [Br:19][C:20]1[C:21]([O:31][CH3:32])=[N:22][C:23]([C:27]([F:30])([F:29])[F:28])=[C:24]([Br:26])[C:25]=1[CH:33]=[O:34]. The yield is 0.905. (7) The reactants are C([O-])(=O)C.[K+].[B:15]1([B:15]2[O:19][C:18]([CH3:21])([CH3:20])[C:17]([CH3:23])([CH3:22])[O:16]2)[O:19][C:18]([CH3:21])([CH3:20])[C:17]([CH3:23])([CH3:22])[O:16]1.[CH2:24]([C:26]([C:48]1[CH:53]=[CH:52][C:51](OS(C(F)(F)F)(=O)=O)=[C:50]([CH3:62])[CH:49]=1)([C:29]1[CH:34]=[CH:33][C:32](/[CH:35]=[CH:36]/[C:37]([OH:46])([C:42]([F:45])([F:44])[F:43])[C:38]([F:41])([F:40])[F:39])=[C:31]([CH3:47])[CH:30]=1)[CH2:27][CH3:28])[CH3:25].C(=O)(O)[O-].[Na+]. The catalyst is O1CCOCC1.C1C=CC(P(C2C=CC=CC=2)[C-]2C=CC=C2)=CC=1.C1C=CC(P(C2C=CC=CC=2)[C-]2C=CC=C2)=CC=1.Cl[Pd]Cl.[Fe+2].C1(P(C2C=CC=CC=2)[C-]2C=CC=C2)C=CC=CC=1.[C-]1(P(C2C=CC=CC=2)C2C=CC=CC=2)C=CC=C1.[Fe+2]. The product is [CH2:24]([C:26]([C:29]1[CH:34]=[CH:33][C:32](/[CH:35]=[CH:36]/[C:37]([C:42]([F:43])([F:44])[F:45])([OH:46])[C:38]([F:39])([F:40])[F:41])=[C:31]([CH3:47])[CH:30]=1)([C:48]1[CH:53]=[CH:52][C:51]([B:15]2[O:16][C:17]([CH3:22])([CH3:23])[C:18]([CH3:20])([CH3:21])[O:19]2)=[C:50]([CH3:62])[CH:49]=1)[CH2:27][CH3:28])[CH3:25]. The yield is 0.900. (8) The reactants are S(Cl)(Cl)(=O)=O.O=[C:7]([CH2:14][C:15]([O:17][CH2:18][CH3:19])=[O:16])[CH2:8][C:9]([O:11][CH2:12][CH3:13])=[O:10].[C:20](=[S:23])([S-:22])[NH2:21].[NH4+]. The catalyst is CCO. The product is [CH2:12]([O:11][C:9](=[O:10])[CH2:8][C:7]1[N:21]=[C:20]([SH:23])[S:22][C:14]=1[C:15]([O:17][CH2:18][CH3:19])=[O:16])[CH3:13]. The yield is 0.147. (9) The reactants are C([O:3][C:4]([C:6]1[NH:10][C:9]2[CH:11]=[CH:12][S:13][C:8]=2[CH:7]=1)=O)C.[NH3:14].[OH-].[Li+]. The catalyst is CO. The product is [S:13]1[C:8]2[CH:7]=[C:6]([C:4]([NH2:14])=[O:3])[NH:10][C:9]=2[CH:11]=[CH:12]1. The yield is 0.380.